From a dataset of NCI-60 drug combinations with 297,098 pairs across 59 cell lines. Regression. Given two drug SMILES strings and cell line genomic features, predict the synergy score measuring deviation from expected non-interaction effect. Drug 1: CN1C(=O)N2C=NC(=C2N=N1)C(=O)N. Drug 2: C(CCl)NC(=O)N(CCCl)N=O. Cell line: UO-31. Synergy scores: CSS=-1.78, Synergy_ZIP=1.79, Synergy_Bliss=2.13, Synergy_Loewe=1.19, Synergy_HSA=-1.34.